From a dataset of Full USPTO retrosynthesis dataset with 1.9M reactions from patents (1976-2016). Predict the reactants needed to synthesize the given product. Given the product [CH3:4][C@H:3]1[N:5]2[C:9]3[N:10]=[C:11]([C:14]([OH:16])=[O:15])[CH:12]=[CH:13][C:8]=3[CH:7]=[C:6]2[C:19](=[O:21])[NH:1][CH2:2]1, predict the reactants needed to synthesize it. The reactants are: [NH2:1][CH2:2][C@@H:3]([N:5]1[C:9]2=[N:10][C:11]([C:14]([O:16]CC)=[O:15])=[CH:12][CH:13]=[C:8]2[CH:7]=[C:6]1[C:19]([O:21]CC)=O)[CH3:4].C(=O)([O-])[O-].[K+].[K+].